This data is from Full USPTO retrosynthesis dataset with 1.9M reactions from patents (1976-2016). The task is: Predict the reactants needed to synthesize the given product. (1) Given the product [CH:1]([N:14]1[CH2:15][CH2:16][N:17]([C:20]([C@@H:22]2[CH2:24][C@H:23]2[C:25]([NH:32][C:28]([CH3:31])([CH3:30])[CH3:29])=[O:26])=[O:21])[CH2:18][CH2:19]1)([C:2]1[CH:7]=[CH:6][CH:5]=[CH:4][CH:3]=1)[C:8]1[CH:9]=[CH:10][CH:11]=[CH:12][CH:13]=1, predict the reactants needed to synthesize it. The reactants are: [CH:1]([N:14]1[CH2:19][CH2:18][N:17]([C:20]([C@@H:22]2[CH2:24][C@H:23]2[C:25](O)=[O:26])=[O:21])[CH2:16][CH2:15]1)([C:8]1[CH:13]=[CH:12][CH:11]=[CH:10][CH:9]=1)[C:2]1[CH:7]=[CH:6][CH:5]=[CH:4][CH:3]=1.[C:28]([NH2:32])([CH3:31])([CH3:30])[CH3:29].C(N=C=NCCCN(C)C)C. (2) Given the product [OH:18][C:14]1[C:15]2[CH2:16][CH2:17][N:8]([C:24]3[CH:31]=[CH:30][C:27]([C:28]#[N:29])=[C:26]([C:32]([F:35])([F:34])[F:33])[CH:25]=3)[CH2:9][C:10]=2[N:11]=[CH:12][N:13]=1, predict the reactants needed to synthesize it. The reactants are: C([N:8]1[CH2:17][CH2:16][C:15]2[C:14]([OH:18])=[N:13][CH:12]=[N:11][C:10]=2[CH2:9]1)C1C=CC=CC=1.C([O-])=O.[NH4+].F[C:24]1[CH:31]=[CH:30][C:27]([C:28]#[N:29])=[C:26]([C:32]([F:35])([F:34])[F:33])[CH:25]=1.O. (3) Given the product [CH3:13][NH:14][C:2]1[CH:3]=[C:4]([OH:11])[CH:5]=[CH:6][C:7]=1[N+:8]([O-:10])=[O:9], predict the reactants needed to synthesize it. The reactants are: F[C:2]1[CH:3]=[C:4]([OH:11])[CH:5]=[CH:6][C:7]=1[N+:8]([O-:10])=[O:9].Cl.[CH3:13][NH2:14]. (4) Given the product [NH2:23][C:21](=[O:22])[C@H:20]([NH:19][C:15](=[O:17])[C:7]1[CH:6]=[CH:5][C:4]([CH:1]2[CH2:2][CH2:3]2)=[C:9]([O:10][CH2:11][CH:12]2[CH2:13][CH2:14]2)[N:8]=1)[C:24]1[CH:29]=[CH:28][CH:27]=[CH:26][CH:25]=1, predict the reactants needed to synthesize it. The reactants are: [CH:1]1([C:4]2[CH:5]=[CH:6][C:7]([C:15]([OH:17])=O)=[N:8][C:9]=2[O:10][CH2:11][CH:12]2[CH2:14][CH2:13]2)[CH2:3][CH2:2]1.Cl.[NH2:19][C@H:20]([C:24]1[CH:29]=[CH:28][CH:27]=[CH:26][CH:25]=1)[C:21]([NH2:23])=[O:22].